This data is from Full USPTO retrosynthesis dataset with 1.9M reactions from patents (1976-2016). The task is: Predict the reactants needed to synthesize the given product. (1) Given the product [CH3:1][O:2][CH:3]([O:16][CH3:15])[CH2:4][C:5]1[CH:6]=[C:7]2[C:11](=[CH:12][CH:13]=1)[C:10](=[O:14])[O:9][CH2:8]2, predict the reactants needed to synthesize it. The reactants are: [CH3:1][O:2][CH:3]=[CH:4][C:5]1[CH:6]=[C:7]2[C:11](=[CH:12][CH:13]=1)[C:10](=[O:14])[O:9][CH2:8]2.[CH3:15][OH:16]. (2) Given the product [C:11]([NH:1][CH:2]1[C:10]2[C:5](=[CH:6][CH:7]=[CH:8][CH:9]=2)[CH2:4][CH2:3]1)(=[O:20])[C:12]1[CH:17]=[CH:16][CH:15]=[C:14]([O:18][CH3:19])[CH:13]=1, predict the reactants needed to synthesize it. The reactants are: [NH2:1][CH:2]1[C:10]2[C:5](=[CH:6][CH:7]=[CH:8][CH:9]=2)[CH2:4][CH2:3]1.[C:11](Cl)(=[O:20])[C:12]1[CH:17]=[CH:16][CH:15]=[C:14]([O:18][CH3:19])[CH:13]=1. (3) Given the product [CH3:1][O:2][C:3]1[CH:10]=[CH:9][C:6]([CH2:7][Cl:24])=[CH:5][C:4]=1[O:11][S:12]([C:15]1[CH:21]=[CH:20][C:18]([CH3:19])=[CH:17][CH:16]=1)(=[O:14])=[O:13], predict the reactants needed to synthesize it. The reactants are: [CH3:1][O:2][C:3]1[CH:10]=[CH:9][C:6]([CH2:7]O)=[CH:5][C:4]=1[O:11][S:12]([C:15]1[CH:21]=[CH:20][C:18]([CH3:19])=[CH:17][CH:16]=1)(=[O:14])=[O:13].S(Cl)([Cl:24])=O.